From a dataset of Full USPTO retrosynthesis dataset with 1.9M reactions from patents (1976-2016). Predict the reactants needed to synthesize the given product. (1) Given the product [Cl:1][C:2]1[CH:3]=[CH:4][C:5]([O:21][CH2:22][CH:23]([CH3:28])[CH3:24])=[C:6]([CH2:8][N:9]2[C:13]([CH3:14])=[CH:12][C:11]([C:15]([N:17]([CH3:20])[O:18][CH3:19])=[O:16])=[N:10]2)[CH:7]=1, predict the reactants needed to synthesize it. The reactants are: [Cl:1][C:2]1[CH:3]=[CH:4][C:5]([O:21][CH2:22][C:23]2[CH:28]=CC=C[CH:24]=2)=[C:6]([CH2:8][N:9]2[C:13]([CH3:14])=[CH:12][C:11]([C:15]([N:17]([CH3:20])[O:18][CH3:19])=[O:16])=[N:10]2)[CH:7]=1.ClC1C=CC(OCC(C)C)=C(CN2C(C)=CC(C(O)=O)=N2)C=1. (2) Given the product [F:14][C:15]1[C:25]([NH:26][CH2:27][C:28]2[CH:33]=[C:32]([C:34]3[CH:39]=[CH:38][CH:37]=[C:36]([F:40])[CH:35]=3)[CH:31]=[CH:30][C:29]=2[F:41])=[C:24]([F:42])[CH:23]=[CH:22][C:16]=1[O:17][CH2:18][C:19]([O:21][CH:5]([O:4][C:1](=[O:3])[CH3:2])[CH3:6])=[O:20], predict the reactants needed to synthesize it. The reactants are: [C:1]([O:4][CH:5](Br)[CH3:6])(=[O:3])[CH3:2].C([O-])([O-])=O.[K+].[K+].[F:14][C:15]1[C:25]([NH:26][CH2:27][C:28]2[CH:33]=[C:32]([C:34]3[CH:39]=[CH:38][CH:37]=[C:36]([F:40])[CH:35]=3)[CH:31]=[CH:30][C:29]=2[F:41])=[C:24]([F:42])[CH:23]=[CH:22][C:16]=1[O:17][CH2:18][C:19]([OH:21])=[O:20]. (3) Given the product [Br-:6].[CH3:10][C:9]1([CH3:12])[CH2:8][CH2:7][S+:1]([CH2:2][C:3](=[O:16])[CH2:4][CH3:5])[CH2:11]1, predict the reactants needed to synthesize it. The reactants are: [S:1]1[CH2:5][CH2:4][CH2:3][CH2:2]1.[Br:6][CH2:7][C:8](=O)[C:9]([CH3:12])([CH3:11])[CH3:10].CC(C)=[O:16].